This data is from Reaction yield outcomes from USPTO patents with 853,638 reactions. The task is: Predict the reaction yield, written as a fraction of the theoretical maximum amount of product (1.0 means a 100% yield; for example, 0.34 means a 34% yield). The reactants are Cl[C:2]1[N:7]=[C:6]([NH:8][CH3:9])[C:5]([N+:10]([O-:12])=[O:11])=[CH:4][N:3]=1.[CH2:13]([N:15]([CH2:26][CH3:27])[CH2:16][CH2:17][O:18][C:19]1[CH:25]=[CH:24][C:22]([NH2:23])=[CH:21][CH:20]=1)[CH3:14]. The catalyst is C1COCC1.CC(O)C. The product is [CH2:26]([N:15]([CH2:13][CH3:14])[CH2:16][CH2:17][O:18][C:19]1[CH:20]=[CH:21][C:22]([NH:23][C:2]2[N:7]=[C:6]([NH:8][CH3:9])[C:5]([N+:10]([O-:12])=[O:11])=[CH:4][N:3]=2)=[CH:24][CH:25]=1)[CH3:27]. The yield is 0.800.